Dataset: Full USPTO retrosynthesis dataset with 1.9M reactions from patents (1976-2016). Task: Predict the reactants needed to synthesize the given product. (1) The reactants are: [CH3:1][N:2]1[C:10]2[C:5](=[CH:6][CH:7]=[CH:8][CH:9]=2)[CH:4]=[C:3]1[C:11]([NH:13][C@H:14]([C:18]([NH:20][CH:21]([CH:30]([OH:33])[CH2:31][F:32])[CH2:22][C:23]([O:25][C:26]([CH3:29])([CH3:28])[CH3:27])=[O:24])=[O:19])[CH:15]([CH3:17])[CH3:16])=[O:12].CC(OI1(OC(C)=O)(OC(C)=O)OC(=O)C2C=CC=CC1=2)=O. Given the product [CH3:1][N:2]1[C:10]2[C:5](=[CH:6][CH:7]=[CH:8][CH:9]=2)[CH:4]=[C:3]1[C:11]([NH:13][C@H:14]([C:18]([NH:20][CH:21]([C:30](=[O:33])[CH2:31][F:32])[CH2:22][C:23]([O:25][C:26]([CH3:27])([CH3:29])[CH3:28])=[O:24])=[O:19])[CH:15]([CH3:16])[CH3:17])=[O:12], predict the reactants needed to synthesize it. (2) Given the product [CH3:18][C:14]1[N:13]=[C:12]([NH:11][S:8]([C:5]2[CH:6]=[CH:7][C:2]([C:20]3[CH:21]=[CH:22][CH:23]=[CH:24][N:19]=3)=[CH:3][CH:4]=2)(=[O:10])=[O:9])[CH:17]=[CH:16][CH:15]=1, predict the reactants needed to synthesize it. The reactants are: Br[C:2]1[CH:7]=[CH:6][C:5]([S:8]([NH:11][C:12]2[CH:17]=[CH:16][CH:15]=[C:14]([CH3:18])[N:13]=2)(=[O:10])=[O:9])=[CH:4][CH:3]=1.[N:19]1[CH:24]=[CH:23][CH:22]=[CH:21][C:20]=1[Sn](CCCC)(CCCC)CCCC.